Predict which catalyst facilitates the given reaction. From a dataset of Catalyst prediction with 721,799 reactions and 888 catalyst types from USPTO. Reactant: [F:1][C:2]1([F:44])[O:6][C:5]2[CH:7]=[CH:8][C:9]([NH:11][C:12]3[C:17]([C:18]4[N:23]=[C:22]([CH3:24])[N:21]=[C:20]([N:25](CC5C=CC(OC)=CC=5)CC5C=CC(OC)=CC=5)[N:19]=4)=[CH:16][CH:15]=[CH:14][N:13]=3)=[CH:10][C:4]=2[O:3]1. Product: [F:44][C:2]1([F:1])[O:6][C:5]2[CH:7]=[CH:8][C:9]([NH:11][C:12]3[C:17]([C:18]4[N:23]=[C:22]([CH3:24])[N:21]=[C:20]([NH2:25])[N:19]=4)=[CH:16][CH:15]=[CH:14][N:13]=3)=[CH:10][C:4]=2[O:3]1. The catalyst class is: 67.